This data is from CYP1A2 inhibition data for predicting drug metabolism from PubChem BioAssay. The task is: Regression/Classification. Given a drug SMILES string, predict its absorption, distribution, metabolism, or excretion properties. Task type varies by dataset: regression for continuous measurements (e.g., permeability, clearance, half-life) or binary classification for categorical outcomes (e.g., BBB penetration, CYP inhibition). Dataset: cyp1a2_veith. (1) The molecule is O=C(NNC(=S)Nc1ccccc1)C1CC1. The result is 0 (non-inhibitor). (2) The result is 0 (non-inhibitor). The drug is C=CCn1c(CSCc2ccccc2)nnc1SCC(=O)NCc1ccccc1. (3) The compound is CN(C)c1ccc(/C=C2/C(=O)Nc3ccccc32)cc1. The result is 1 (inhibitor). (4) The molecule is O=C(COc1ccc(Cl)cc1Cl)N/N=C/CCc1ccccc1. The result is 1 (inhibitor). (5) The drug is COc1ccc(CNc2nc(-c3cccc(C#N)c3)nc3ccccc23)c(OC)c1. The result is 1 (inhibitor).